This data is from Peptide-MHC class I binding affinity with 185,985 pairs from IEDB/IMGT. The task is: Regression. Given a peptide amino acid sequence and an MHC pseudo amino acid sequence, predict their binding affinity value. This is MHC class I binding data. (1) The peptide sequence is FFSPFFFSL. The MHC is HLA-B15:01 with pseudo-sequence HLA-B15:01. The binding affinity (normalized) is 0.0847. (2) The MHC is HLA-C14:02 with pseudo-sequence HLA-C14:02. The peptide sequence is KYAKFFQNF. The binding affinity (normalized) is 0.440. (3) The peptide sequence is FMEMFFDYNK. The MHC is HLA-A31:01 with pseudo-sequence HLA-A31:01. The binding affinity (normalized) is 0.392. (4) The peptide sequence is WFREDRSPV. The MHC is HLA-A30:01 with pseudo-sequence HLA-A30:01. The binding affinity (normalized) is 0.0847.